From a dataset of Tyrosyl-DNA phosphodiesterase HTS with 341,365 compounds. Binary Classification. Given a drug SMILES string, predict its activity (active/inactive) in a high-throughput screening assay against a specified biological target. (1) The drug is Fc1ccc(c2noc3ncnc(N4CC(N(CC4)c4cc(ccc4)C)C)c23)cc1. The result is 0 (inactive). (2) The compound is O(C(=O)C1(NC(C2C1C(=O)N(C2=O)c1ccccc1)c1c(OC)cc(OC)cc1)CCC)CC. The result is 0 (inactive).